Dataset: Reaction yield outcomes from USPTO patents with 853,638 reactions. Task: Predict the reaction yield, written as a fraction of the theoretical maximum amount of product (1.0 means a 100% yield; for example, 0.34 means a 34% yield). (1) The reactants are C(OC([N:8]1[CH2:13][CH2:12][CH:11]([N:14]2[C:18](=[O:19])[CH:17]3[CH:20]([C:25]([OH:27])=[O:26])[CH:21]4O[C:16]3([CH:23]=[CH:22]4)[CH2:15]2)[CH2:10][CH2:9]1)=O)(C)(C)C. The catalyst is Cl. The product is [O:19]=[C:18]1[C:17]2[C:20]([C:25]([OH:27])=[O:26])=[CH:21][CH:22]=[CH:23][C:16]=2[CH2:15][N:14]1[CH:11]1[CH2:10][CH2:9][NH:8][CH2:13][CH2:12]1. The yield is 0.820. (2) The reactants are [OH:1][C:2](=[C:5]1[C:10](=[O:11])[O:9][C:8]([CH3:13])(C)OC1=O)[CH2:3][CH3:4].[CH2:15](O)C#C. The catalyst is C1C=CC=CC=1. The product is [O:1]=[C:2]([CH2:3][CH3:4])[CH2:5][C:10]([O:9][CH2:8][C:13]#[CH:15])=[O:11]. The yield is 0.950. (3) The reactants are [CH:1]1(B(O)O)[CH2:3][CH2:2]1.N#N.Br[C:10]1[C:11]([NH:17][C:18]2[CH:27]=[CH:26][CH:25]=[CH:24][C:19]=2[C:20]([NH:22][CH3:23])=[O:21])=[CH:12][C:13]([Cl:16])=[N:14][CH:15]=1.[O-]P([O-])([O-])=O.[K+].[K+].[K+]. The catalyst is C1(C)C=CC=CC=1.O.C1C=CC([P]([Pd]([P](C2C=CC=CC=2)(C2C=CC=CC=2)C2C=CC=CC=2)([P](C2C=CC=CC=2)(C2C=CC=CC=2)C2C=CC=CC=2)[P](C2C=CC=CC=2)(C2C=CC=CC=2)C2C=CC=CC=2)(C2C=CC=CC=2)C2C=CC=CC=2)=CC=1. The product is [Cl:16][C:13]1[CH:12]=[C:11]([NH:17][C:18]2[CH:27]=[CH:26][CH:25]=[CH:24][C:19]=2[C:20]([NH:22][CH3:23])=[O:21])[C:10]([CH:1]2[CH2:3][CH2:2]2)=[CH:15][N:14]=1. The yield is 0.540. (4) The reactants are [Cl:1][C:2]1[CH:10]=[CH:9][CH:8]=[C:7]2[C:3]=1[C:4]([C:15]([OH:17])=O)=[CH:5][N:6]2[CH2:11][CH2:12][O:13][CH3:14].Cl.[O:19]1[C:28]2[C:23](=[CH:24][CH:25]=[CH:26][CH:27]=2)[CH2:22][CH:21]([NH2:29])[CH2:20]1.CCN(CC)CC.N1(O)C2C=CC=CC=2N=N1.C(Cl)CCl. The catalyst is C1COCC1. The product is [O:19]1[C:28]2[C:23](=[CH:24][CH:25]=[CH:26][CH:27]=2)[CH2:22][CH:21]([NH:29][C:15]([C:4]2[C:3]3[C:7](=[CH:8][CH:9]=[CH:10][C:2]=3[Cl:1])[N:6]([CH2:11][CH2:12][O:13][CH3:14])[CH:5]=2)=[O:17])[CH2:20]1. The yield is 0.132. (5) The catalyst is COCCOC.CO.C(OCC)(=O)C. The yield is 0.230. The reactants are C(=O)([O-])[O-].[K+].[K+].CC1(C)C(C)(C)OB([C:15]2[CH:20]=[CH:19][C:18]([N:21]3[CH:25]=[CH:24][CH:23]=[N:22]3)=[CH:17][CH:16]=2)O1.I[C:28]1[CH:33]=[CH:32][N:31]([CH2:34][CH2:35][C@@:36]([CH3:51])([S:47]([CH3:50])(=[O:49])=[O:48])[C:37]([NH:39][O:40][CH:41]2[CH2:46][CH2:45][CH2:44][CH2:43][O:42]2)=[O:38])[C:30](=[O:52])[CH:29]=1. The product is [CH3:51][C@@:36]([S:47]([CH3:50])(=[O:48])=[O:49])([CH2:35][CH2:34][N:31]1[CH:32]=[CH:33][C:28]([C:15]2[CH:16]=[CH:17][C:18]([N:21]3[CH:25]=[CH:24][CH:23]=[N:22]3)=[CH:19][CH:20]=2)=[CH:29][C:30]1=[O:52])[C:37]([NH:39][O:40][CH:41]1[CH2:46][CH2:45][CH2:44][CH2:43][O:42]1)=[O:38]. (6) The reactants are [CH3:1][O:2][C:3](=[O:26])/[C:4](/[C:8]1[CH:13]=[CH:12][CH:11]=[CH:10][C:9]=1[CH2:14][O:15][C:16]1[CH:21]=[CH:20][C:19]([N+:22]([O-])=O)=[CH:18][C:17]=1[F:25])=[CH:5]/[O:6][CH3:7].[H][H]. The catalyst is CO.C(OCC)(=O)C.[Pd]. The product is [CH3:1][O:2][C:3](=[O:26])/[C:4](/[C:8]1[CH:13]=[CH:12][CH:11]=[CH:10][C:9]=1[CH2:14][O:15][C:16]1[CH:21]=[CH:20][C:19]([NH2:22])=[CH:18][C:17]=1[F:25])=[CH:5]/[O:6][CH3:7]. The yield is 0.920. (7) The reactants are [CH3:1][O:2][C:3]1[CH:8]=[CH:7][C:6]([OH:9])=[CH:5][CH:4]=1.F[C:11]1[CH:16]=[CH:15][CH:14]=[CH:13][C:12]=1[N+:17]([O-:19])=[O:18].[CH3:20][O:21][C:22]1[CH:35]=[CH:34][C:25]([O:26][C:27]2[CH:33]=[CH:32][CH:31]=[CH:30][C:28]=2[NH2:29])=[CH:24][CH:23]=1.[NH2:36][C:37]1[S:38][CH:39]=[CH:40][N:41]=1. No catalyst specified. The product is [CH3:1][O:2][C:3]1[CH:8]=[CH:7][C:6]([O:9][C:11]2[CH:16]=[CH:15][CH:14]=[CH:13][C:12]=2[N+:17]([O-:19])=[O:18])=[CH:5][CH:4]=1.[CH3:20][O:21][C:22]1[CH:35]=[CH:34][C:25]([O:26][C:27]2[CH:33]=[CH:32][CH:31]=[CH:30][C:28]=2[NH:29][C:6]([NH:36][C:37]2[S:38][CH:39]=[CH:40][N:41]=2)=[O:9])=[CH:24][CH:23]=1. The yield is 0.800. (8) The reactants are [Cl:1][C:2]1[CH:7]=[CH:6][C:5]([CH:8]([O:11][CH3:12])[CH2:9][NH2:10])=[CH:4][CH:3]=1.[Cl:13][C:14]1[CH:15]=[C:16]2[C:21](=[CH:22][C:23]=1[O:24][C:25]1[CH:33]=[CH:32][C:28]([C:29](O)=[O:30])=[CH:27][CH:26]=1)[O:20][CH2:19][CH2:18][CH:17]2[C:34]([O:36][CH2:37][CH3:38])=[O:35].N1C2C(=NC=CC=2)N(O)N=1.Cl.C(N=C=NCCCN(C)C)C. The catalyst is CN(C=O)C.CCOC(C)=O. The product is [Cl:13][C:14]1[CH:15]=[C:16]2[C:21](=[CH:22][C:23]=1[O:24][C:25]1[CH:33]=[CH:32][C:28]([C:29](=[O:30])[NH:10][CH2:9][CH:8]([C:5]3[CH:4]=[CH:3][C:2]([Cl:1])=[CH:7][CH:6]=3)[O:11][CH3:12])=[CH:27][CH:26]=1)[O:20][CH2:19][CH2:18][CH:17]2[C:34]([O:36][CH2:37][CH3:38])=[O:35]. The yield is 0.770. (9) The reactants are [C:1]([C:4]1[CH:9]=[CH:8][CH:7]=[CH:6][C:5]=1[C:10]1[CH:11]=[C:12]2[C:17](=[C:18]([OH:20])[CH:19]=1)[N:16]=[CH:15][NH:14][C:13]2=[O:21])(=[O:3])[CH3:2].[CH3:22][Mg]Cl. The catalyst is O1CCCC1. The product is [OH:20][C:18]1[CH:19]=[C:10]([C:5]2[CH:6]=[CH:7][CH:8]=[CH:9][C:4]=2[C:1]([OH:3])([CH3:22])[CH3:2])[CH:11]=[C:12]2[C:17]=1[N:16]=[CH:15][NH:14][C:13]2=[O:21]. The yield is 0.170.